Task: Predict the reaction yield, written as a fraction of the theoretical maximum amount of product (1.0 means a 100% yield; for example, 0.34 means a 34% yield).. Dataset: Reaction yield outcomes from USPTO patents with 853,638 reactions (1) The reactants are C[O:2][C:3](=[O:18])[CH:4]=[CH:5][C:6]1[CH:11]=[CH:10][C:9]([F:12])=[CH:8][C:7]=1[NH:13][CH2:14][CH2:15][CH2:16][CH3:17].[Li+].[OH-]. The catalyst is C1COCC1.CO. The product is [F:12][C:9]1[CH:10]=[CH:11][C:6]([CH:5]=[CH:4][C:3]([OH:18])=[O:2])=[C:7]([NH:13][CH2:14][CH2:15][CH2:16][CH3:17])[CH:8]=1. The yield is 0.880. (2) The reactants are [CH2:1]([O:3][C:4]([C:6]1[CH:7]=[N:8][C:9]2[C:14]([C:15]=1Cl)=[CH:13][CH:12]=[CH:11][C:10]=2[N+:17]([O-])=O)=[O:5])[CH3:2].[CH3:20][C:21]1[CH:28]=[CH:27][C:24]([CH2:25][NH2:26])=[CH:23][CH:22]=1. No catalyst specified. The product is [CH2:1]([O:3][C:4]([C:6]1[CH:7]=[N:8][C:9]2[C:14]([C:15]=1[NH:26][CH2:25][C:24]1[CH:27]=[CH:28][C:21]([CH3:20])=[CH:22][CH:23]=1)=[CH:13][CH:12]=[CH:11][C:10]=2[NH2:17])=[O:5])[CH3:2]. The yield is 0.830. (3) The reactants are [C:1]([O:5][C:6]([N:8]1[CH2:13][CH2:12][C:11]([CH3:17])([C:14]([OH:16])=O)[CH2:10][CH2:9]1)=[O:7])([CH3:4])([CH3:3])[CH3:2].N1C=CC=CC=1.C(Cl)(=O)C(Cl)=O.[C:30]([C:34]1[CH:35]=[C:36]([CH:38]=[CH:39][CH:40]=1)[NH2:37])([CH3:33])([CH3:32])[CH3:31]. The catalyst is CN(C=O)C.ClC(Cl)C.ClCCl. The product is [C:30]([C:34]1[CH:35]=[C:36]([NH:37][C:14]([C:11]2([CH3:17])[CH2:10][CH2:9][N:8]([C:6]([O:5][C:1]([CH3:2])([CH3:3])[CH3:4])=[O:7])[CH2:13][CH2:12]2)=[O:16])[CH:38]=[CH:39][CH:40]=1)([CH3:33])([CH3:31])[CH3:32]. The yield is 0.610. (4) The product is [CH:1]1([C:4]([C:6]2[CH:11]=[CH:10][C:9]([F:12])=[CH:8][CH:7]=2)=[N:14][OH:15])[CH2:3][CH2:2]1. The yield is 0.840. The reactants are [CH:1]1([C:4]([C:6]2[CH:11]=[CH:10][C:9]([F:12])=[CH:8][CH:7]=2)=O)[CH2:3][CH2:2]1.Cl.[NH2:14][OH:15]. The catalyst is N1C=CC=CC=1. (5) The reactants are Cl[C:2]1[C:7]([C:8]([F:11])([F:10])[F:9])=[CH:6][N:5]=[C:4]([NH:12][C:13]2[CH:18]=[CH:17][C:16]([CH:19]3[CH2:24][CH2:23][N:22](C(OC(C)(C)C)=O)[CH2:21][CH2:20]3)=[CH:15][C:14]=2[O:32][CH3:33])[N:3]=1.[C:34]([C:36]1[CH:37]=[C:38]([CH:42]=[CH:43][CH:44]=1)[C:39]([NH2:41])=[O:40])#[CH:35].C1(P(C2C=CC=CC=2)C2C=CC=CC=2)C=CC=CC=1.C(N(CC)CC)C. The catalyst is CN(C=O)C.Cl[Pd](Cl)([P](C1C=CC=CC=1)(C1C=CC=CC=1)C1C=CC=CC=1)[P](C1C=CC=CC=1)(C1C=CC=CC=1)C1C=CC=CC=1.[Cu]I. The product is [CH3:33][O:32][C:14]1[CH:15]=[C:16]([CH:19]2[CH2:24][CH2:23][NH:22][CH2:21][CH2:20]2)[CH:17]=[CH:18][C:13]=1[NH:12][C:4]1[N:3]=[C:2]([CH2:35][CH2:34][C:36]2[CH:37]=[C:38]([CH:42]=[CH:43][CH:44]=2)[C:39]([NH2:41])=[O:40])[C:7]([C:8]([F:10])([F:11])[F:9])=[CH:6][N:5]=1. The yield is 0.610. (6) The reactants are [NH2:1][C:2]1[CH:7]=[C:6]([Cl:8])[CH:5]=[CH:4][C:3]=1[S:9][CH2:10][CH2:11][C:12]([N:14]([CH3:16])[CH3:15])=[O:13].[Cl:17][C:18]1[CH:23]=[CH:22][C:21]([S:24](Cl)(=[O:26])=[O:25])=[C:20]([F:28])[CH:19]=1. The catalyst is N1C=CC=CC=1. The product is [Cl:8][C:6]1[CH:5]=[CH:4][C:3]([S:9][CH2:10][CH2:11][C:12]([N:14]([CH3:15])[CH3:16])=[O:13])=[C:2]([NH:1][S:24]([C:21]2[CH:22]=[CH:23][C:18]([Cl:17])=[CH:19][C:20]=2[F:28])(=[O:26])=[O:25])[CH:7]=1. The yield is 0.750. (7) The reactants are [Br:1][C:2]1[CH:15]=[CH:14][C:5]([C:6]([NH:8][CH2:9][Si:10]([CH3:13])([CH3:12])[CH3:11])=O)=[CH:4][C:3]=1[CH3:16].COC1C=CC(P2(SP(C3C=CC(OC)=CC=3)(=S)S2)=[S:26])=CC=1. The catalyst is C1(C)C=CC=CC=1. The product is [Br:1][C:2]1[CH:15]=[CH:14][C:5]([C:6]([NH:8][CH2:9][Si:10]([CH3:13])([CH3:12])[CH3:11])=[S:26])=[CH:4][C:3]=1[CH3:16]. The yield is 0.880. (8) The reactants are C[O:2][C:3](=O)[CH2:4][C:5]([C:8]([F:11])([F:10])[F:9])([OH:7])[CH3:6].[OH-].[NH4+:14]. The catalyst is CO. The product is [F:9][C:8]([F:11])([F:10])[C:5]([OH:7])([CH3:6])[CH2:4][C:3]([NH2:14])=[O:2]. The yield is 1.00. (9) The reactants are [Na].C(O[C:5]([C:7]1[C:8]([N:15]([CH:23]2[CH2:28][CH2:27][CH2:26][CH2:25][CH2:24]2)[CH2:16][CH2:17][C:18]([O:20][CH2:21][CH3:22])=[O:19])=[N:9][C:10]([S:13][CH3:14])=[N:11][CH:12]=1)=[O:6])C.CC(C)([O-])C.[Na+].Cl. The catalyst is C1(C)C=CC=CC=1.C(O)(C)(C)C. The product is [CH2:21]([O:20][C:18]([CH:17]1[CH2:16][N:15]([CH:23]2[CH2:24][CH2:25][CH2:26][CH2:27][CH2:28]2)[C:8]2[N:9]=[C:10]([S:13][CH3:14])[N:11]=[CH:12][C:7]=2[C:5]1=[O:6])=[O:19])[CH3:22]. The yield is 0.420. (10) The reactants are [F:1][C:2]1[CH:3]=[CH:4][C:5]2[N:6]([CH2:16][CH:17]3[CH2:19][O:18]3)[C:7]3[C:12]([C:13]=2[CH:14]=1)=[CH:11][C:10]([F:15])=[CH:9][CH:8]=3.NCCCN.[C:25]([N:32]1[CH:36]=[CH:35]N=C1)([N:27]1[CH:31]=CN=C1)=[O:26]. The catalyst is C(O)C.C(Cl)Cl.CN(C)C1C=CN=CC=1. The product is [F:15][C:10]1[CH:9]=[CH:8][C:7]2[N:6]([CH2:16][CH:17]([OH:18])[CH2:19][N:32]3[CH2:36][CH2:35][CH2:31][NH:27][C:25]3=[O:26])[C:5]3[C:13]([C:12]=2[CH:11]=1)=[CH:14][C:2]([F:1])=[CH:3][CH:4]=3. The yield is 0.720.